This data is from Reaction yield outcomes from USPTO patents with 853,638 reactions. The task is: Predict the reaction yield, written as a fraction of the theoretical maximum amount of product (1.0 means a 100% yield; for example, 0.34 means a 34% yield). (1) The reactants are Br[C:2]1[CH:7]=[C:6]([Cl:8])[N:5]=[N:4][C:3]=1[NH2:9].Br[CH2:11][C:12]([C:14]1[CH:15]=[N:16][CH:17]=[CH:18][CH:19]=1)=O.O1CCOCC1.[NH:26]1[CH2:31][CH2:30][O:29][CH2:28][CH2:27]1. The catalyst is C(O)C. The product is [Cl:8][C:6]1[CH:7]=[C:2]([N:26]2[CH2:31][CH2:30][O:29][CH2:28][CH2:27]2)[C:3]2[N:4]([CH:11]=[C:12]([C:14]3[CH:15]=[N:16][CH:17]=[CH:18][CH:19]=3)[N:9]=2)[N:5]=1. The yield is 0.330. (2) The reactants are O[C:2]1[C:14]2[C:13]3[C:8](=[CH:9][CH:10]=[CH:11][CH:12]=3)[NH:7][C:6]=2[CH:5]=[CH:4][CH:3]=1.[CH2:15]([CH:17]1[O:19][CH2:18]1)Cl.[OH-:20].[Na+]. The catalyst is [Br-].C([N+](CCCC)(CCCC)CCCC)CCC.O.C(OCC)(=O)C. The product is [O:19]1[CH2:18][CH:17]1[CH2:15][O:20][C:5]1[C:6]2[NH:7][C:8]3[C:13](=[CH:12][CH:11]=[CH:10][CH:9]=3)[C:14]=2[CH:2]=[CH:3][CH:4]=1. The yield is 0.640.